From a dataset of Reaction yield outcomes from USPTO patents with 853,638 reactions. Predict the reaction yield, written as a fraction of the theoretical maximum amount of product (1.0 means a 100% yield; for example, 0.34 means a 34% yield). (1) The reactants are [NH2:1][C:2]1[N:3]=[C:4]([CH3:27])[C:5]2=[C:6]([CH2:8][C@H:9]([C:19]3[CH:24]=[CH:23][C:22]([F:25])=[CH:21][C:20]=3Br)[NH:10]/[C:11]/2=[N:12]\[O:13][CH2:14][C:15]([O:17]C)=[O:16])[N:7]=1.[CH3:28][O:29][C:30]1[N:35]=[C:34](B2OCCN(C3C=CC=CC=3)CCO2)[CH:33]=[CH:32][CH:31]=1.C([O-])([O-])=O.[Na+].[Na+]. The catalyst is CC(N(C)C)=O.C1C=CC(P(C2C=CC=CC=2)[C-]2C=CC=C2)=CC=1.C1C=CC(P(C2C=CC=CC=2)[C-]2C=CC=C2)=CC=1.Cl[Pd]Cl.[Fe+2]. The product is [NH2:1][C:2]1[N:3]=[C:4]([CH3:27])[C:5]2=[C:6]([CH2:8][C@H:9]([C:19]3[CH:24]=[CH:23][C:22]([F:25])=[CH:21][C:20]=3[C:34]3[CH:33]=[CH:32][CH:31]=[C:30]([O:29][CH3:28])[N:35]=3)[NH:10]/[C:11]/2=[N:12]\[O:13][CH2:14][C:15]([OH:17])=[O:16])[N:7]=1. The yield is 0.310. (2) The reactants are [Cl:1][C:2]1[C:11]2[C:6](=[CH:7][C:8]([F:12])=[CH:9][CH:10]=2)[CH:5]=[CH:4][N:3]=1.[Li+].CC([N-]C(C)C)C.C1CCCCC1.[CH2:27]([S:30][S:30][CH2:27][CH2:28][CH3:29])[CH2:28][CH3:29]. The catalyst is C1COCC1. The product is [Cl:1][C:2]1[C:11]2[C:6](=[C:7]([S:30][CH2:27][CH2:28][CH3:29])[C:8]([F:12])=[CH:9][CH:10]=2)[CH:5]=[CH:4][N:3]=1. The yield is 0.360. (3) The reactants are [P:1]([O:19][C:20]([C:23]1[N:28]=[CH:27][C:26]([C:29]2[C:43]([F:44])=[C:42]([C@H:45]3[CH2:49][CH2:48][CH2:47][O:46]3)[C:32]3[NH:33][C:34]([NH:36][C:37]([NH:39][CH2:40][CH3:41])=[O:38])=[N:35][C:31]=3[CH:30]=2)=[CH:25][N:24]=1)([CH3:22])[CH3:21])([O:11]CC1C=CC=CC=1)([O:3]CC1C=CC=CC=1)=[O:2].CCO.[OH-].[Na+:54]. The catalyst is [Pd].O. The product is [P:1]([O-:11])([O-:3])([O:19][C:20]([C:23]1[N:28]=[CH:27][C:26]([C:29]2[C:43]([F:44])=[C:42]([C@H:45]3[CH2:49][CH2:48][CH2:47][O:46]3)[C:32]3[NH:33][C:34]([NH:36][C:37]([NH:39][CH2:40][CH3:41])=[O:38])=[N:35][C:31]=3[CH:30]=2)=[CH:25][N:24]=1)([CH3:21])[CH3:22])=[O:2].[Na+:54].[Na+:54]. The yield is 0.941. (4) The reactants are [OH:1][CH2:2][C:3]1[CH:8]=[CH:7][C:6]([C:9]2[CH:10]=[C:11]3[C:15](=[C:16]([C:18]([NH2:20])=[O:19])[CH:17]=2)[NH:14][N:13]=[C:12]3[CH:21]2[CH2:26][CH2:25][NH:24][CH2:23][CH2:22]2)=[CH:5][CH:4]=1.C(N(C(C)C)CC)(C)C.[CH3:36][N:37]1[CH:41]=[C:40]([S:42](Cl)(=[O:44])=[O:43])[N:39]=[C:38]1[CH3:46]. The yield is 0.310. The product is [CH3:36][N:37]1[CH:41]=[C:40]([S:42]([N:24]2[CH2:25][CH2:26][CH:21]([C:12]3[C:11]4[C:15](=[C:16]([C:18]([NH2:20])=[O:19])[CH:17]=[C:9]([C:6]5[CH:5]=[CH:4][C:3]([CH2:2][OH:1])=[CH:8][CH:7]=5)[CH:10]=4)[NH:14][N:13]=3)[CH2:22][CH2:23]2)(=[O:44])=[O:43])[N:39]=[C:38]1[CH3:46]. The catalyst is CN(C1C=CN=CC=1)C. (5) The reactants are Cl[C:2](F)(F)[CH2:3][N:4]1[C:17]2[C:8](=[C:9]3[C:14](=[CH:15][CH:16]=2)[N:13]=[C:12]([O:18][CH:19]([CH3:21])[CH3:20])[CH:11]=[C:10]3[C:22]([F:25])([F:24])[F:23])[O:7][CH2:6][C@H:5]1[CH:26](C)C.[BH4-].[Na+]. The catalyst is ClC(F)(F)C(O)=O. The product is [CH2:3]([N:4]1[C:17]2[C:8](=[C:9]3[C:14](=[CH:15][CH:16]=2)[N:13]=[C:12]([O:18][CH:19]([CH3:21])[CH3:20])[CH:11]=[C:10]3[C:22]([F:24])([F:25])[F:23])[O:7][CH2:6][C@H:5]1[CH3:26])[CH3:2]. The yield is 0.570. (6) The yield is 0.0400. The reactants are Br[C:2]1[CH:3]=[C:4]([CH:21]=[CH:22][CH:23]=1)[C:5]([NH:7][S:8]([C:11]1[CH:16]=[CH:15][CH:14]=[CH:13][C:12]=1[S:17](=[O:20])(=[O:19])[NH2:18])(=[O:10])=[O:9])=[O:6].[C:24]([C:28]#[C:29]B(OC(C)C)OC(C)C)([CH3:27])([CH3:26])[CH3:25]. The catalyst is CN(C)C=O.Cl[Pd]Cl.C1(P(C2C=CC=CC=2)[C-]2C=CC=C2)C=CC=CC=1.[C-]1(P(C2C=CC=CC=2)C2C=CC=CC=2)C=CC=C1.[Fe+2]. The product is [CH3:25][C:24]([CH3:27])([CH3:26])[C:28]#[C:29][C:2]1[CH:3]=[C:4]([CH:21]=[CH:22][CH:23]=1)[C:5]([NH:7][S:8]([C:11]1[CH:16]=[CH:15][CH:14]=[CH:13][C:12]=1[S:17](=[O:20])(=[O:19])[NH2:18])(=[O:10])=[O:9])=[O:6].